This data is from Reaction yield outcomes from USPTO patents with 853,638 reactions. The task is: Predict the reaction yield, written as a fraction of the theoretical maximum amount of product (1.0 means a 100% yield; for example, 0.34 means a 34% yield). (1) The reactants are Cl[C:2]1[N:7]=[C:6]([NH2:8])[CH:5]=[N:4][CH:3]=1.[N:9]1[CH:14]=[CH:13][CH:12]=[C:11](B(O)O)[CH:10]=1.C(=O)([O-])[O-].[Cs+].[Cs+]. The catalyst is O1CCOCC1. The product is [N:9]1[CH:14]=[CH:13][CH:12]=[C:11]([C:2]2[N:7]=[C:6]([NH2:8])[CH:5]=[N:4][CH:3]=2)[CH:10]=1. The yield is 0.860. (2) The reactants are [CH3:1][O:2][C:3]([C:5]1[CH:6]=[C:7]2[C:11](=[CH:12][CH:13]=1)[N:10](C(OC(C)(C)C)=O)[CH:9]=[C:8]2[C:21]([CH3:25])([CH3:24])[CH2:22][NH2:23])=[O:4].Cl[C:27](Cl)([O:29]C(=O)OC(Cl)(Cl)Cl)Cl. The yield is 0.380. The catalyst is C(Cl)Cl. The product is [CH3:1][O:2][C:3]([C:5]1[CH:6]=[C:7]2[C:11](=[CH:12][CH:13]=1)[NH:10][C:9]1[C:27](=[O:29])[NH:23][CH2:22][C:21]([CH3:24])([CH3:25])[C:8]2=1)=[O:4]. (3) The reactants are CN(C)C=O.Br[CH2:7][C:8]([O:10][CH2:11][CH3:12])=[O:9].[C:13]1([C@H:23]([NH:25][C@H:26]2[CH2:30][CH2:29][C@@H:28]([C:31]3[CH:36]=[CH:35][C:34]([OH:37])=[CH:33][CH:32]=3)[CH2:27]2)[CH3:24])[C:22]2[C:17](=[CH:18][CH:19]=[CH:20][CH:21]=2)[CH:16]=[CH:15][CH:14]=1.C(=O)([O-])[O-].[K+].[K+]. The catalyst is O. The product is [CH2:11]([O:10][C:8](=[O:9])[CH2:7][O:37][C:34]1[CH:33]=[CH:32][C:31]([C@@H:28]2[CH2:29][CH2:30][C@H:26]([NH:25][C@@H:23]([C:13]3[C:22]4[C:17](=[CH:18][CH:19]=[CH:20][CH:21]=4)[CH:16]=[CH:15][CH:14]=3)[CH3:24])[CH2:27]2)=[CH:36][CH:35]=1)[CH3:12]. The yield is 0.710. (4) The reactants are [C:1](Cl)(=[O:11])[CH2:2][CH2:3][CH2:4][CH2:5][CH2:6][CH2:7][CH2:8][CH2:9][CH3:10].[C:13]([C:17]1[CH:43]=[CH:42][C:20]([CH2:21][O:22][C:23]2[CH:24]=[C:25]([CH:39]=[CH:40][CH:41]=2)[C:26]([NH:28][C:29]2[CH:34]=[CH:33][CH:32]=[CH:31][C:30]=2[S:35](=[O:38])(=[O:37])[NH2:36])=[O:27])=[CH:19][CH:18]=1)([CH3:16])([CH3:15])[CH3:14]. The catalyst is CN(C)C1C=CN=CC=1.O1CCCC1. The product is [C:13]([C:17]1[CH:43]=[CH:42][C:20]([CH2:21][O:22][C:23]2[CH:24]=[C:25]([CH:39]=[CH:40][CH:41]=2)[C:26]([NH:28][C:29]2[CH:34]=[CH:33][CH:32]=[CH:31][C:30]=2[S:35]([NH:36][C:1](=[O:11])[CH2:2][CH2:3][CH2:4][CH2:5][CH2:6][CH2:7][CH2:8][CH2:9][CH3:10])(=[O:37])=[O:38])=[O:27])=[CH:19][CH:18]=1)([CH3:16])([CH3:14])[CH3:15]. The yield is 0.990. (5) The reactants are [Br:1][C:2]1[CH:7]=[C:6]([F:8])[CH:5]=[C:4]([N+]([O-])=O)[C:3]=1[CH:12]=[C:13]([N:15]1CCCC1)C.O.NN. The catalyst is CO.C1COCC1.[Ni]. The product is [Br:1][C:2]1[CH:7]=[C:6]([F:8])[CH:5]=[C:4]2[C:3]=1[CH:12]=[CH:13][NH:15]2. The yield is 0.370.